Dataset: Reaction yield outcomes from USPTO patents with 853,638 reactions. Task: Predict the reaction yield, written as a fraction of the theoretical maximum amount of product (1.0 means a 100% yield; for example, 0.34 means a 34% yield). (1) The catalyst is C1COCC1.O.CCOCC. The yield is 0.670. The product is [Cl:1][C:2]1[CH:7]=[CH:6][C:5]([NH:8][C:9](=[O:14])[C:10]([CH3:11])([CH3:12])[CH3:13])=[C:4]([CH3:19])[C:3]=1[C:15]([F:16])([F:17])[F:18]. The reactants are [Cl:1][C:2]1[CH:7]=[CH:6][C:5]([NH:8][C:9](=[O:14])[C:10]([CH3:13])([CH3:12])[CH3:11])=[CH:4][C:3]=1[C:15]([F:18])([F:17])[F:16].[CH2:19]([Li])CCC.IC. (2) The reactants are [CH3:1][C:2]([CH3:4])=O.[Cl:5][C:6]1[CH:11]=[CH:10][C:9]([CH:12]([C:15]2[C:23]3[C:18](=[CH:19][C:20]([C:24]4[C:25]5[C@H:32]([CH3:33])[CH2:31][CH2:30][C:26]=5[N:27]=[CH:28][N:29]=4)=[CH:21][CH:22]=3)[NH:17][CH:16]=2)[CH2:13][NH2:14])=[CH:8][CH:7]=1.C(N(CC)C(C)C)(C)C.C(O[BH-](OC(=O)C)OC(=O)C)(=O)C.[Na+].C([O-])(O)=O.[Na+]. The catalyst is C(Cl)Cl. The product is [Cl:5][C:6]1[CH:11]=[CH:10][C:9]([C@H:12]([C:15]2[C:23]3[C:18](=[CH:19][C:20]([C:24]4[C:25]5[C@H:32]([CH3:33])[CH2:31][CH2:30][C:26]=5[N:27]=[CH:28][N:29]=4)=[CH:21][CH:22]=3)[NH:17][CH:16]=2)[CH2:13][NH:14][CH:2]([CH3:4])[CH3:1])=[CH:8][CH:7]=1. The yield is 0.168.